This data is from Full USPTO retrosynthesis dataset with 1.9M reactions from patents (1976-2016). The task is: Predict the reactants needed to synthesize the given product. (1) Given the product [CH3:16][C:13]1[O:12][C:11]([C:8]2[CH:9]=[CH:10][C:5]3[O:4][CH:3]=[C:2]([C:17]#[N:18])[C:6]=3[CH:7]=2)=[N:15][N:14]=1, predict the reactants needed to synthesize it. The reactants are: Br[C:2]1[C:6]2[CH:7]=[C:8]([C:11]3[O:12][C:13]([CH3:16])=[N:14][N:15]=3)[CH:9]=[CH:10][C:5]=2[O:4][CH:3]=1.[CH3:17][N:18](C)C=O. (2) Given the product [F:31][C:17]1[CH:16]=[C:15]([NH:14][C:4]2[CH:5]=[C:6]([CH2:8][CH2:9][CH2:10][C:11](=[O:13])[N:46]3[CH2:41][CH2:42][CH2:43][CH2:44][CH2:45]3)[N:7]=[C:2]([NH2:1])[N:3]=2)[CH:20]=[CH:19][C:18]=1[O:21][C:22]1[CH:27]=[CH:26][N:25]=[C:24]2[NH:28][CH:29]=[CH:30][C:23]=12, predict the reactants needed to synthesize it. The reactants are: [NH2:1][C:2]1[N:7]=[C:6]([CH2:8][CH2:9][CH2:10][C:11]([OH:13])=O)[CH:5]=[C:4]([NH:14][C:15]2[CH:20]=[CH:19][C:18]([O:21][C:22]3[CH:27]=[CH:26][N:25]=[C:24]4[NH:28][CH:29]=[CH:30][C:23]=34)=[C:17]([F:31])[CH:16]=2)[N:3]=1.CN(C(ON1N=N[C:42]2[CH:43]=[CH:44][CH:45]=[N:46][C:41]1=2)=[N+](C)C)C.F[P-](F)(F)(F)(F)F.C(NC(C)C)(C)C.N1CCCCC1. (3) Given the product [CH3:18][C:17]([NH:21][C@@H:22]([C:23]([NH:25][CH2:26][C:27]1[CH:28]=[CH:29][CH:30]=[CH:31][CH:32]=1)=[O:24])[CH2:33][O:34][CH3:35])=[O:20], predict the reactants needed to synthesize it. The reactants are: C(OC(=O)C)(=O)C.C(OC(=O)CC)(=O)CC.[C:17]([NH:21][C@H:22]([CH2:33][O:34][CH3:35])[C:23]([NH:25][CH2:26][C:27]1[CH:32]=[CH:31][CH:30]=[CH:29][CH:28]=1)=[O:24])(=[O:20])[CH2:18]C. (4) Given the product [CH3:1][S:2]([CH2:5][C:6]1[CH:15]=[CH:14][C:9]([C:10]([OH:12])=[O:11])=[CH:8][N:7]=1)(=[O:4])=[O:3], predict the reactants needed to synthesize it. The reactants are: [CH3:1][S:2]([CH2:5][C:6]1[CH:15]=[CH:14][C:9]([C:10]([O:12]C)=[O:11])=[CH:8][N:7]=1)(=[O:4])=[O:3].[OH-].[Li+]. (5) Given the product [F:40][C:4]([F:3])([F:39])[C:5]1[CH:6]=[C:7]([CH:32]=[C:33]([C:35]([F:38])([F:37])[F:36])[CH:34]=1)[CH2:8][N:9]1[C:13]([C:14]2[CH:15]=[N:16][CH:17]=[CH:18][CH:19]=2)=[C:12]([C:20](=[O:31])[CH:21]([Br:1])[C:22]([C:24]2[CH:29]=[CH:28][CH:27]=[CH:26][C:25]=2[Cl:30])=[O:23])[N:11]=[N:10]1, predict the reactants needed to synthesize it. The reactants are: [Br:1]Br.[F:3][C:4]([F:40])([F:39])[C:5]1[CH:6]=[C:7]([CH:32]=[C:33]([C:35]([F:38])([F:37])[F:36])[CH:34]=1)[CH2:8][N:9]1[C:13]([C:14]2[CH:15]=[N:16][CH:17]=[CH:18][CH:19]=2)=[C:12]([C:20](=[O:31])[CH2:21][C:22]([C:24]2[CH:29]=[CH:28][CH:27]=[CH:26][C:25]=2[Cl:30])=[O:23])[N:11]=[N:10]1.O. (6) Given the product [C:18]1([C:24]2[N:25]=[C:26]([N:30]3[CH2:35][CH2:34][N:33]([C:8]([NH:7][C:3]4[N:2]=[N:1][CH:6]=[CH:5][CH:4]=4)=[O:15])[CH2:32][CH2:31]3)[CH:27]=[N:28][CH:29]=2)[CH:19]=[CH:20][CH:21]=[CH:22][CH:23]=1, predict the reactants needed to synthesize it. The reactants are: [N:1]1[CH:6]=[CH:5][CH:4]=[C:3]([NH:7][C:8](=[O:15])OCC(Cl)(Cl)Cl)[N:2]=1.Cl.Cl.[C:18]1([C:24]2[CH:29]=[N:28][CH:27]=[C:26]([N:30]3[CH2:35][CH2:34][NH:33][CH2:32][CH2:31]3)[N:25]=2)[CH:23]=[CH:22][CH:21]=[CH:20][CH:19]=1.